This data is from Full USPTO retrosynthesis dataset with 1.9M reactions from patents (1976-2016). The task is: Predict the reactants needed to synthesize the given product. (1) Given the product [C:12]([C:7]1[CH:8]=[C:9]([Br:11])[CH:10]=[C:5]([C:1]([CH3:4])([CH3:3])[CH3:2])[C:6]=1[O:16][Si:18]([CH3:20])([CH3:19])[CH3:17])([CH3:15])([CH3:14])[CH3:13], predict the reactants needed to synthesize it. The reactants are: [C:1]([C:5]1[CH:10]=[C:9]([Br:11])[CH:8]=[C:7]([C:12]([CH3:15])([CH3:14])[CH3:13])[C:6]=1[OH:16])([CH3:4])([CH3:3])[CH3:2].[CH3:17][Si:18](CCl)([CH3:20])[CH3:19].C1COCC1.[Li+].CCC[CH2-]. (2) Given the product [CH3:1][Si:2]([CH3:29])([CH3:30])[CH2:3][CH2:4][O:5][CH2:6][N:7]1[C:11]2[N:12]=[CH:13][N:14]=[C:15]([C:16]3[CH:17]=[N:18][N:19]([CH:21]([CH2:27][CH3:28])[CH:22]=[O:23])[CH:20]=3)[C:10]=2[CH:9]=[CH:8]1, predict the reactants needed to synthesize it. The reactants are: [CH3:1][Si:2]([CH3:30])([CH3:29])[CH2:3][CH2:4][O:5][CH2:6][N:7]1[C:11]2[N:12]=[CH:13][N:14]=[C:15]([C:16]3[CH:17]=[N:18][N:19]([CH:21]([CH2:27][CH3:28])[C:22](OCC)=[O:23])[CH:20]=3)[C:10]=2[CH:9]=[CH:8]1.[H-].C([Al+]CC(C)C)C(C)C.[OH-].[Na+].O. (3) Given the product [CH:1]1([CH2:7][N:8]2[C:12]([C:13]3[CH:18]=[C:17]([C:19]([CH3:22])([CH3:21])[CH3:20])[CH:16]=[C:15]([C:23]([CH3:26])([CH3:24])[CH3:25])[CH:14]=3)=[CH:11][C:10]([C:27]([N:40]([O:39][CH3:38])[CH3:41])=[O:28])=[C:9]2[CH3:30])[CH2:6][CH2:5][CH2:4][CH2:3][CH2:2]1, predict the reactants needed to synthesize it. The reactants are: [CH:1]1([CH2:7][N:8]2[C:12]([C:13]3[CH:18]=[C:17]([C:19]([CH3:22])([CH3:21])[CH3:20])[CH:16]=[C:15]([C:23]([CH3:26])([CH3:25])[CH3:24])[CH:14]=3)=[CH:11][C:10]([C:27](O)=[O:28])=[C:9]2[CH3:30])[CH2:6][CH2:5][CH2:4][CH2:3][CH2:2]1.C(Cl)(=O)C(Cl)=O.Cl.[CH3:38][O:39][NH:40][CH3:41].CCN(C(C)C)C(C)C. (4) Given the product [O:4]1[C:8]2=[C:9]([N:13]3[CH2:18][CH2:17][N:16]([CH2:19][CH2:20][C@H:21]4[CH2:26][CH2:25][C@H:24]([NH:27][C:28](=[O:33])[CH2:29]/[CH:30]=[CH:31]/[CH3:32])[CH2:23][CH2:22]4)[CH2:15][CH2:14]3)[N:10]=[CH:11][CH:12]=[C:7]2[CH2:6][CH2:5]1, predict the reactants needed to synthesize it. The reactants are: Cl.Cl.Cl.[O:4]1[C:8]2=[C:9]([N:13]3[CH2:18][CH2:17][N:16]([CH2:19][CH2:20][C@H:21]4[CH2:26][CH2:25][C@H:24]([NH2:27])[CH2:23][CH2:22]4)[CH2:15][CH2:14]3)[N:10]=[CH:11][CH:12]=[C:7]2[CH2:6][CH2:5]1.[C:28](O)(=[O:33])[CH2:29]/[CH:30]=[CH:31]/[CH3:32]. (5) Given the product [F:37][C:26]1([F:25])[O:30][C:29]2[CH:31]=[CH:32][CH:33]=[C:34]([N:35]3[C:17]([C:12]4[C:13](=[O:16])[CH:14]=[CH:15][N:10]([C:6]5[CH:7]=[CH:8][CH:9]=[C:4]([O:3][CH:2]([F:24])[F:1])[CH:5]=5)[N:11]=4)=[CH:18][CH:19]=[N:20]3)[C:28]=2[O:27]1, predict the reactants needed to synthesize it. The reactants are: [F:1][CH:2]([F:24])[O:3][C:4]1[CH:5]=[C:6]([N:10]2[CH:15]=[CH:14][C:13](=[O:16])[C:12]([C:17](=O)/[CH:18]=[CH:19]/[N:20](C)C)=[N:11]2)[CH:7]=[CH:8][CH:9]=1.[F:25][C:26]1([F:37])[O:30][C:29]2[CH:31]=[CH:32][CH:33]=[C:34]([NH:35]N)[C:28]=2[O:27]1.N([O-])=O.[Na+].[Sn](Cl)Cl. (6) Given the product [C:6]1([C:12]2[CH:17]=[CH:16][N:15]3[C:18]([CH:23]=[O:24])=[CH:19][N:20]=[C:14]3[CH:13]=2)[CH:7]=[CH:8][CH:9]=[CH:10][CH:11]=1, predict the reactants needed to synthesize it. The reactants are: P(Cl)(Cl)(Cl)=O.[C:6]1([C:12]2[CH:17]=[CH:16][N:15]3[CH:18]=[CH:19][N:20]=[C:14]3[CH:13]=2)[CH:11]=[CH:10][CH:9]=[CH:8][CH:7]=1.CN(C)[CH:23]=[O:24]. (7) Given the product [CH3:22][O:23][CH:24]([O:27][CH3:28])[CH2:25][NH:26][C:2]1[C:11]([N+:12]([O-:14])=[O:13])=[CH:10][CH:9]=[CH:8][C:3]=1[C:4]([O:6][CH3:7])=[O:5], predict the reactants needed to synthesize it. The reactants are: Cl[C:2]1[C:11]([N+:12]([O-:14])=[O:13])=[CH:10][CH:9]=[CH:8][C:3]=1[C:4]([O:6][CH3:7])=[O:5].C(N(CC)CC)C.[CH3:22][O:23][CH:24]([O:27][CH3:28])[CH2:25][NH2:26]. (8) Given the product [CH:22]1([N:23]([CH3:26])[CH2:19][C@H:17]([OH:18])[CH2:16][O:15][C:12]2[CH:13]=[CH:14][C:9]([C:6]3[C:5]4[CH:20]=[CH:21][C:2]([F:1])=[CH:3][C:4]=4[O:8][N:7]=3)=[CH:10][CH:11]=2)[CH2:20][CH2:21][CH2:2][CH2:3][CH2:4]1, predict the reactants needed to synthesize it. The reactants are: [F:1][C:2]1[CH:21]=[CH:20][C:5]2[C:6]([C:9]3[CH:14]=[CH:13][C:12]([O:15][CH2:16][C@@H:17]4[CH2:19][O:18]4)=[CH:11][CH:10]=3)=[N:7][O:8][C:4]=2[CH:3]=1.[CH3:22][N:23]([CH3:26])C=O.